This data is from Full USPTO retrosynthesis dataset with 1.9M reactions from patents (1976-2016). The task is: Predict the reactants needed to synthesize the given product. Given the product [CH3:31][N:32]1[CH2:37][CH2:36][N:35]([C:24]([NH:23][C:19]2[CH:18]=[C:17]([O:16][C:13]3[CH:14]=[N:15][C:10]([NH:9][C:8]([NH:7][C:1](=[O:6])[C:2]([CH3:4])([CH3:5])[CH3:3])=[O:30])=[CH:11][CH:12]=3)[CH:22]=[CH:21][N:20]=2)=[O:29])[CH2:34][CH2:33]1, predict the reactants needed to synthesize it. The reactants are: [C:1]([NH:7][C:8](=[O:30])[NH:9][C:10]1[N:15]=[CH:14][C:13]([O:16][C:17]2[CH:22]=[CH:21][N:20]=[C:19]([NH:23][C:24](=[O:29])OC(C)=C)[CH:18]=2)=[CH:12][CH:11]=1)(=[O:6])[C:2]([CH3:5])([CH3:4])[CH3:3].[CH3:31][N:32]1[CH2:37][CH2:36][NH:35][CH2:34][CH2:33]1.CN1CCCC1.